This data is from Experimentally validated miRNA-target interactions with 360,000+ pairs, plus equal number of negative samples. The task is: Binary Classification. Given a miRNA mature sequence and a target amino acid sequence, predict their likelihood of interaction. (1) The miRNA is hsa-miR-4647 with sequence GAAGAUGGUGCUGUGCUGAGGAA. The protein sequence of the target gene is MGKCRGLRTARKLRSHRRDQKWHDKQYKKAHLGTALKANPFGGASHAKGIVLEKVGVEAKQPNSAIRKCVRVQLIKNGKKITAFVPNDGCLNFIEENDEVLVAGFGRKGHAVGDIPGVRFKVVKVANVSLLALYKGKKERPRS. Result: 0 (no interaction). (2) The miRNA is hsa-miR-128-1-5p with sequence CGGGGCCGUAGCACUGUCUGAGA. The protein sequence of the target gene is MEAAGTERPAGWPGAPLARTGLLLLSTWVLAGAEITWGATGGPGRLVSPASRPPVLPPLLPRAAENRWPEELASARRAAAPRRRSRLEPLSQASRGEIRTEAAGMSPEGARWVPGIPSPSQAGSARRTRRAQPPSPLERGDSWATALADGAKGSRPHTKGSREEVRATRTGGASTEELRLPSTSFALTGDSAHNQAMVHWSGHNSSVILILTKLYDFNLGSVTESSLWRSVDYGATYEKLNDKVGLKTVLSYLYVNPTNKRKIMLLSDPEMESSVLISSDEGATYQKYRLTFYIQSLLFH.... Result: 0 (no interaction). (3) The miRNA is hsa-miR-122-5p with sequence UGGAGUGUGACAAUGGUGUUUG. The protein sequence of the target gene is MVLAVAMSQDADPSGPEQPDRDACVMPGVQGPSVPQGQQGMQPLPPPPPPQPQASLPQIIQNAAKLLDKSPFSVNNQNPLLTSPASVQLAQIQAQLTLHRLKMAQTAVTNNTAAATVLNQVLSKVAMSQPLFNQLRHPSVLGTAHGPTGVSQHAASVPSAHFPSTAIAFSPPSQTGGPGPSVSLPSQPPNAMVVHTFSGVVPQTPAQPAVILSLGKAGPTPATTGFYDYGKANSGQAYGSETEGQPGFLPASASATASGSMTYEGHYSHTGQDGQPAFSKDFYGPNAQGPHIAGGFPADQ.... Result: 0 (no interaction).